Dataset: Forward reaction prediction with 1.9M reactions from USPTO patents (1976-2016). Task: Predict the product of the given reaction. Given the reactants [CH3:1][C:2]1[C:7]([CH3:8])=[CH:6][C:5]([S:9]([NH:12][C:13]2[CH:14]=[CH:15][CH:16]=[C:17]3[C:22]=2[N:21]=[CH:20][CH:19]=[CH:18]3)(=[O:11])=[O:10])=[C:4]([N+:23]([O-])=O)[CH:3]=1.O.O.[Sn](Cl)Cl, predict the reaction product. The product is: [NH2:23][C:4]1[CH:3]=[C:2]([CH3:1])[C:7]([CH3:8])=[CH:6][C:5]=1[S:9]([NH:12][C:13]1[CH:14]=[CH:15][CH:16]=[C:17]2[C:22]=1[N:21]=[CH:20][CH:19]=[CH:18]2)(=[O:11])=[O:10].